From a dataset of TCR-epitope binding with 47,182 pairs between 192 epitopes and 23,139 TCRs. Binary Classification. Given a T-cell receptor sequence (or CDR3 region) and an epitope sequence, predict whether binding occurs between them. The epitope is ARMILMTHF. The TCR CDR3 sequence is CASSPDRTGGTDTQYF. Result: 0 (the TCR does not bind to the epitope).